Dataset: Reaction yield outcomes from USPTO patents with 853,638 reactions. Task: Predict the reaction yield, written as a fraction of the theoretical maximum amount of product (1.0 means a 100% yield; for example, 0.34 means a 34% yield). (1) The reactants are [H-].[Na+].[NH2:3][C:4]1[C:12]2[C:7](=[CH:8][CH:9]=[CH:10][C:11]=2[F:13])[C:6]([C:21]2[CH:22]=[C:23]([CH3:28])[C:24](=[O:27])[NH:25][CH:26]=2)([C:14]2[CH:19]=[CH:18][CH:17]=[C:16]([Br:20])[CH:15]=2)[N:5]=1.I[CH2:30][CH3:31]. The catalyst is CN(C)C=O. The product is [NH2:3][C:4]1[C:12]2[C:7](=[CH:8][CH:9]=[CH:10][C:11]=2[F:13])[C:6]([C:21]2[CH:22]=[C:23]([CH3:28])[C:24](=[O:27])[N:25]([CH2:30][CH3:31])[CH:26]=2)([C:14]2[CH:19]=[CH:18][CH:17]=[C:16]([Br:20])[CH:15]=2)[N:5]=1. The yield is 0.740. (2) The reactants are [NH2:1][C:2]1[NH:6][N:5]=[C:4]([CH2:7][CH2:8][C:9]2[CH:10]=[C:11]([CH:16]=[C:17]([CH3:19])[CH:18]=2)[C:12]([NH:14][CH3:15])=[O:13])[CH:3]=1.Cl[C:21]1[CH:26]=[CH:25][N:24]=[C:23]([NH:27][CH2:28][C:29]2[O:33][N:32]=[C:31]([CH3:34])[CH:30]=2)[N:22]=1. The catalyst is C(O)C. The product is [CH3:15][NH:14][C:12](=[O:13])[C:11]1[CH:10]=[C:9]([CH2:8][CH2:7][C:4]2[CH:3]=[C:2]([NH:1][C:21]3[CH:26]=[CH:25][N:24]=[C:23]([NH:27][CH2:28][C:29]4[O:33][N:32]=[C:31]([CH3:34])[CH:30]=4)[N:22]=3)[NH:6][N:5]=2)[CH:18]=[C:17]([CH3:19])[CH:16]=1. The yield is 0.496. (3) The reactants are [NH2:1][C:2]1[N:7]=[CH:6][C:5]([C:8]2[CH:9]=[C:10]([NH2:19])[C:11]([NH:14][C:15]([CH3:18])([CH3:17])[CH3:16])=[CH:12][CH:13]=2)=[CH:4][N:3]=1.[Cl:20][C:21]1[CH:28]=[CH:27][C:24]([CH:25]=O)=[C:23]([C:29]2[O:33][N:32]=[C:31]([CH3:34])[N:30]=2)[CH:22]=1.OOS([O-])=O.[K+]. The catalyst is CN(C=O)C.O. The product is [C:15]([N:14]1[C:11]2[CH:12]=[CH:13][C:8]([C:5]3[CH:4]=[N:3][C:2]([NH2:1])=[N:7][CH:6]=3)=[CH:9][C:10]=2[N:19]=[C:25]1[C:24]1[CH:27]=[CH:28][C:21]([Cl:20])=[CH:22][C:23]=1[C:29]1[O:33][N:32]=[C:31]([CH3:34])[N:30]=1)([CH3:16])([CH3:18])[CH3:17]. The yield is 0.500. (4) The reactants are C(OC([N:8]1[CH2:13][CH2:12][N:11]([C:14]2[CH:15]=[C:16]([CH:20]=[CH:21][CH:22]=2)[C:17]([OH:19])=O)[CH2:10][CH2:9]1)=O)(C)(C)C.[NH2:23][C:24]1[N:28](C(OC(C)(C)C)=O)[N:27]=[C:26]([O:36][CH2:37][C:38]2[CH:43]=[C:42]([O:44][CH3:45])[CH:41]=[C:40]([O:46][CH3:47])[CH:39]=2)[CH:25]=1.N1C=CC=CC=1.Cl. The catalyst is C1COCC1.O1CCOCC1. The product is [CH3:45][O:44][C:42]1[CH:43]=[C:38]([CH2:37][O:36][C:26]2[NH:27][N:28]=[C:24]([NH:23][C:17](=[O:19])[C:16]3[CH:20]=[CH:21][CH:22]=[C:14]([N:11]4[CH2:10][CH2:9][NH:8][CH2:13][CH2:12]4)[CH:15]=3)[CH:25]=2)[CH:39]=[C:40]([O:46][CH3:47])[CH:41]=1. The yield is 0.100. (5) The yield is 0.450. The reactants are [NH2:1][C:2]1[C:11]2[C:6](=[C:7](I)[CH:8]=[CH:9][CH:10]=2)[N:5]=[N:4][C:3]=1[C:13]([NH:15][CH2:16][CH2:17][CH3:18])=[O:14].C([Sn](CCCC)(CCCC)[C:24]1[CH:29]=[N:28][CH:27]=[CH:26][N:25]=1)CCC. The product is [NH2:1][C:2]1[C:11]2[C:6](=[C:7]([C:24]3[CH:29]=[N:28][CH:27]=[CH:26][N:25]=3)[CH:8]=[CH:9][CH:10]=2)[N:5]=[N:4][C:3]=1[C:13]([NH:15][CH2:16][CH2:17][CH3:18])=[O:14]. No catalyst specified. (6) The reactants are [CH3:1][NH2:2].CO.[CH:5]([C:7]1[NH:8][C:9]2[C:14]([C:15]=1[C:16]#[N:17])=[CH:13][CH:12]=[CH:11][CH:10]=2)=O.[BH4-].[Na+]. The catalyst is O. The product is [CH3:1][NH:2][CH2:5][C:7]1[NH:8][C:9]2[C:14]([C:15]=1[C:16]#[N:17])=[CH:13][CH:12]=[CH:11][CH:10]=2. The yield is 0.750. (7) The catalyst is ClCCl.CO.O. The reactants are [CH2:1]1[O:5][C@@H:4]2[C@H:6]([OH:9])[CH2:7][O:8][C@@H:3]2[C@@H:2]1[OH:10].[S:11](Cl)([C:14]1[CH:20]=[CH:19][C:17]([CH3:18])=[CH:16][CH:15]=1)(=[O:13])=[O:12].C(N([CH2:27][CH3:28])CC)C.C(=O)([O-])[O-].[Na+].[Na+]. The product is [CH3:18][C:17]1[CH:19]=[CH:20][C:14]([S:11]([O:10][C@@H:2]2[CH2:1][O:5][C@@H:4]3[C@H:6]([O:9][S:11]([C:14]4[CH:20]=[CH:19][C:27]([CH3:28])=[CH:16][CH:15]=4)(=[O:13])=[O:12])[CH2:7][O:8][C@H:3]23)(=[O:13])=[O:12])=[CH:15][CH:16]=1. The yield is 0.915.